This data is from Forward reaction prediction with 1.9M reactions from USPTO patents (1976-2016). The task is: Predict the product of the given reaction. (1) Given the reactants [NH2:1][C:2]1[S:3][C:4]([C:9](=[O:12])[CH2:10][CH3:11])=[C:5]([CH2:7][CH3:8])[N:6]=1.[Br:13]Br, predict the reaction product. The product is: [NH2:1][C:2]1[S:3][C:4]([C:9](=[O:12])[CH:10]([Br:13])[CH3:11])=[C:5]([CH2:7][CH3:8])[N:6]=1. (2) Given the reactants [Cl:1][C:2]1[CH:3]=[C:4]([C@@H:8]([OH:38])[CH2:9][N:10]([C@H:18]2[CH2:27][CH2:26][C:25]3[C:20](=[CH:21][C:22]([O:28][C:29]4[CH:34]=[CH:33][C:32](F)=[C:31]([CH:36]=[O:37])[CH:30]=4)=[CH:23][CH:24]=3)[CH2:19]2)[C:11](=[O:17])[O:12][C:13]([CH3:16])([CH3:15])[CH3:14])[CH:5]=[CH:6][CH:7]=1.[C:39]1([OH:45])[CH:44]=[CH:43][CH:42]=[CH:41][CH:40]=1.C(=O)([O-])[O-].[K+].[K+], predict the reaction product. The product is: [Cl:1][C:2]1[CH:3]=[C:4]([C@@H:8]([OH:38])[CH2:9][N:10]([C@H:18]2[CH2:27][CH2:26][C:25]3[C:20](=[CH:21][C:22]([O:28][C:29]4[CH:34]=[CH:33][C:32]([O:45][C:39]5[CH:44]=[CH:43][CH:42]=[CH:41][CH:40]=5)=[C:31]([CH:36]=[O:37])[CH:30]=4)=[CH:23][CH:24]=3)[CH2:19]2)[C:11](=[O:17])[O:12][C:13]([CH3:16])([CH3:15])[CH3:14])[CH:5]=[CH:6][CH:7]=1.